From a dataset of Reaction yield outcomes from USPTO patents with 853,638 reactions. Predict the reaction yield, written as a fraction of the theoretical maximum amount of product (1.0 means a 100% yield; for example, 0.34 means a 34% yield). (1) The reactants are [CH3:1][C:2]1([CH2:12][OH:13])[O:11][CH2:10][C:5]2([O:9][CH2:8][CH2:7][O:6]2)[CH2:4][O:3]1.[H-].[Na+].Cl[C:17]1[CH:22]=[CH:21][N+:20]([O-:23])=[C:19]([CH3:24])[C:18]=1[CH3:25]. The catalyst is CS(C)=O. The product is [CH3:24][C:19]1[C:18]([CH3:25])=[C:17]([O:13][CH2:12][C:2]2([CH3:1])[O:3][CH2:4][C:5]3([O:6][CH2:7][CH2:8][O:9]3)[CH2:10][O:11]2)[CH:22]=[CH:21][N+:20]=1[O-:23]. The yield is 0.661. (2) The reactants are [OH:1][C:2]1[CH:7]=[CH:6][C:5]([C@@H:8]([C:14]#[C:15][CH2:16][CH3:17])[CH2:9][C:10]([O:12][CH3:13])=[O:11])=[CH:4][CH:3]=1. The catalyst is CCOC(C)=O.[Pd]. The product is [OH:1][C:2]1[CH:3]=[CH:4][C:5]([C@@H:8]([CH2:14][CH2:15][CH2:16][CH3:17])[CH2:9][C:10]([O:12][CH3:13])=[O:11])=[CH:6][CH:7]=1. The yield is 0.830. (3) The reactants are [NH2:1][C:2]1[N:7]=[CH:6][N:5]=[C:4]([O:8][C:9]2[CH:14]=[CH:13][C:12]([NH:15][C:16]([NH:18][C:19]3[CH:24]=[CH:23][CH:22]=[CH:21][CH:20]=3)=[O:17])=[CH:11][CH:10]=2)[CH:3]=1.[C:25](OC(=O)C)(=[O:27])[CH3:26].N1C=CC=CC=1. The catalyst is O. The product is [C:19]1([NH:18][C:16](=[O:17])[NH:15][C:12]2[CH:11]=[CH:10][C:9]([O:8][C:4]3[N:5]=[CH:6][N:7]=[C:2]([NH:1][C:25](=[O:27])[CH3:26])[CH:3]=3)=[CH:14][CH:13]=2)[CH:20]=[CH:21][CH:22]=[CH:23][CH:24]=1. The yield is 0.520. (4) The reactants are C(OC([N:8]1[CH2:12][CH2:11][CH:10]([CH:13]([C:22]2[CH:27]=[CH:26][CH:25]=[CH:24][CH:23]=2)[O:14][C:15]2[CH:20]=[CH:19][CH:18]=[CH:17][C:16]=2[CH3:21])[CH2:9]1)=O)(C)(C)C. The catalyst is Cl.CCO. The product is [C:22]1([CH:13]([O:14][C:15]2[CH:20]=[CH:19][CH:18]=[CH:17][C:16]=2[CH3:21])[CH:10]2[CH2:11][CH2:12][NH:8][CH2:9]2)[CH:23]=[CH:24][CH:25]=[CH:26][CH:27]=1. The yield is 0.980. (5) The reactants are [CH3:1][O:2][C:3]1[CH:4]=[C:5]([C:11]2[N:12]=[C:13]3[CH:21]=[CH:20][C:19]([C:22]4[CH2:27][CH2:26][N:25]([C:28]([O:30][C:31]([CH3:34])([CH3:33])[CH3:32])=[O:29])[CH2:24][CH:23]=4)=[CH:18][N:14]3[C:15](=[O:17])[CH:16]=2)[CH:6]=[CH:7][C:8]=1[O:9][CH3:10].[H][H]. The catalyst is C(OCC)(=O)C.[Pd]. The product is [CH3:1][O:2][C:3]1[CH:4]=[C:5]([C:11]2[N:12]=[C:13]3[CH:21]=[CH:20][C:19]([CH:22]4[CH2:27][CH2:26][N:25]([C:28]([O:30][C:31]([CH3:34])([CH3:33])[CH3:32])=[O:29])[CH2:24][CH2:23]4)=[CH:18][N:14]3[C:15](=[O:17])[CH:16]=2)[CH:6]=[CH:7][C:8]=1[O:9][CH3:10]. The yield is 0.750. (6) The reactants are [CH2:1]([O:3][C:4](=[O:19])[CH2:5][O:6][C:7]1[CH:12]=[C:11]([CH3:13])[C:10]([O:14][CH3:15])=[CH:9][C:8]=1[CH:16]([CH3:18])[CH3:17])[CH3:2].[H-].[Na+].[CH:22]([O:24][CH2:25]C)=O.IC. The catalyst is COCCOC. The product is [CH2:1]([O:3][C:4](=[O:19])[C:5]([O:6][C:7]1[CH:12]=[C:11]([CH3:13])[C:10]([O:14][CH3:15])=[CH:9][C:8]=1[CH:16]([CH3:18])[CH3:17])=[CH:22][O:24][CH3:25])[CH3:2]. The yield is 0.230. (7) The reactants are [CH2:1]([N:5]([CH2:33][CH2:34][CH2:35][CH3:36])[C:6]([C:8]1[N:9]=[C:10]([C:13]2[CH:22]=[CH:21][C:16]([C:17]([O:19][CH3:20])=[O:18])=[CH:15][C:14]=2[C:23]([O:25][CH2:26][C:27]2[CH:32]=[CH:31][CH:30]=[CH:29][CH:28]=2)=[O:24])[NH:11][CH:12]=1)=[O:7])[CH2:2][CH2:3][CH3:4].C(=O)([O-])[O-].[Cs+].[Cs+].Br[CH2:44][CH2:45][Cl:46]. The catalyst is CC#N.O. The product is [Cl:46][CH2:45][CH2:44][N:11]1[CH:12]=[C:8]([C:6](=[O:7])[N:5]([CH2:1][CH2:2][CH2:3][CH3:4])[CH2:33][CH2:34][CH2:35][CH3:36])[N:9]=[C:10]1[C:13]1[CH:22]=[CH:21][C:16]([C:17]([O:19][CH3:20])=[O:18])=[CH:15][C:14]=1[C:23]([O:25][CH2:26][C:27]1[CH:28]=[CH:29][CH:30]=[CH:31][CH:32]=1)=[O:24]. The yield is 0.540.